Dataset: Full USPTO retrosynthesis dataset with 1.9M reactions from patents (1976-2016). Task: Predict the reactants needed to synthesize the given product. Given the product [Br:1][C:2]1[CH:7]=[CH:6][C:5]([C:8](=[N:22][O:23][CH2:24][CH3:25])[CH:9]2[CH2:10][CH2:11][N:12]([C:15]3([CH3:21])[CH2:20][CH2:19][N:18]([C:36]([C:26]4[C:35]5[C:30](=[CH:31][CH:32]=[CH:33][CH:34]=5)[CH:29]=[CH:28][N:27]=4)=[O:37])[CH2:17][CH2:16]3)[CH2:13][CH2:14]2)=[CH:4][CH:3]=1, predict the reactants needed to synthesize it. The reactants are: [Br:1][C:2]1[CH:7]=[CH:6][C:5]([C:8](=[N:22][O:23][CH2:24][CH3:25])[CH:9]2[CH2:14][CH2:13][N:12]([C:15]3([CH3:21])[CH2:20][CH2:19][NH:18][CH2:17][CH2:16]3)[CH2:11][CH2:10]2)=[CH:4][CH:3]=1.[C:26]1([C:36](O)=[O:37])[C:35]2[C:30](=[CH:31][CH:32]=[CH:33][CH:34]=2)[CH:29]=[CH:28][N:27]=1.CCN(CC)CC.CN(C(ON1N=NC2C=CC=NC1=2)=[N+](C)C)C.F[P-](F)(F)(F)(F)F.